This data is from Catalyst prediction with 721,799 reactions and 888 catalyst types from USPTO. The task is: Predict which catalyst facilitates the given reaction. (1) Reactant: CCCCC.C(NC(C1C=C2C=C(C([C:26]3[CH:31]=[CH:30][C:29](S(C)(=O)=O)=[CH:28][CH:27]=3)CC(C)C)NC2=NC=1)=O)(C)C.C([Li])(C)(C)C.[Cl:41][C:42]1[CH:43]=[C:44]([CH:47]=[CH:48][C:49]=1[Cl:50])[CH:45]=[O:46]. Product: [CH:28]1([CH2:27][C:45]([C:44]2[CH:47]=[CH:48][C:49]([Cl:50])=[C:42]([Cl:41])[CH:43]=2)=[O:46])[CH2:29][CH2:30][CH2:31][CH2:26]1. The catalyst class is: 27. (2) Reactant: [OH-].[Na+].[Cl:3][CH2:4][CH2:5][CH2:6][CH:7]([C:12]1[CH:17]=[CH:16][C:15]([Cl:18])=[CH:14][C:13]=1[C:19]([F:22])([F:21])[F:20])[C:8]([O:10]C)=[O:9].CO. Product: [Cl:3][CH2:4][CH2:5][CH2:6][CH:7]([C:12]1[CH:17]=[CH:16][C:15]([Cl:18])=[CH:14][C:13]=1[C:19]([F:22])([F:20])[F:21])[C:8]([OH:10])=[O:9]. The catalyst class is: 7. (3) Reactant: [C:1]([O:5][C:6]([N:8]([C:43]([O:45][C:46]([CH3:49])([CH3:48])[CH3:47])=[O:44])[C:9]1[C:10]([C:22]2[O:26][N:25]=[C:24]([C:27]3[CH:32]=[CH:31][C:30]([CH2:33][N:34]([CH3:42])[C:35](=[O:41])[O:36][C:37]([CH3:40])([CH3:39])[CH3:38])=[CH:29][CH:28]=3)[CH:23]=2)=[N:11][C:12]([C:15]2[CH:20]=[CH:19][C:18](=[O:21])[NH:17][CH:16]=2)=[CH:13][N:14]=1)=[O:7])([CH3:4])([CH3:3])[CH3:2].C1C(=O)N([Br:57])C(=O)C1. Product: [C:46]([O:45][C:43](=[O:44])[N:8]([C:9]1[C:10]([C:22]2[O:26][N:25]=[C:24]([C:27]3[CH:28]=[CH:29][C:30]([CH2:33][N:34]([C:35]([O:36][C:37]([CH3:38])([CH3:39])[CH3:40])=[O:41])[CH3:42])=[CH:31][CH:32]=3)[CH:23]=2)=[N:11][C:12]([C:15]2[CH:20]=[C:19]([Br:57])[C:18](=[O:21])[NH:17][CH:16]=2)=[CH:13][N:14]=1)[C:6]([O:5][C:1]([CH3:2])([CH3:3])[CH3:4])=[O:7])([CH3:49])([CH3:48])[CH3:47]. The catalyst class is: 1. (4) Reactant: C(=O)([O-])[O-].[Na+].[Na+].[Cl:7][C:8]1[CH:9]=[CH:10][C:11]2[O:16][C:15](=[O:17])[NH:14][C:13](=[O:18])[C:12]=2[CH:19]=1.[CH2:20]([O:22][C:23](=[O:32])[CH2:24][CH2:25][CH2:26][CH2:27][CH2:28][CH2:29][CH2:30]Br)[CH3:21]. Product: [Cl:7][C:8]1[CH:9]=[CH:10][C:11]2[O:16][C:15](=[O:17])[N:14]([CH2:30][CH2:29][CH2:28][CH2:27][CH2:26][CH2:25][CH2:24][C:23]([O:22][CH2:20][CH3:21])=[O:32])[C:13](=[O:18])[C:12]=2[CH:19]=1. The catalyst class is: 44. (5) Reactant: [Br:1][C:2]1[CH:30]=[CH:29][C:5]([CH2:6][N:7]([CH2:18][CH2:19][CH2:20][NH:21]C(OC(C)(C)C)=O)[C:8](=[O:17])[O:9][CH2:10][C:11]2[CH:16]=[CH:15][CH:14]=[CH:13][CH:12]=2)=[C:4]([F:31])[CH:3]=1.FC(F)(F)C(O)=O. Product: [NH2:21][CH2:20][CH2:19][CH2:18][N:7]([CH2:6][C:5]1[CH:29]=[CH:30][C:2]([Br:1])=[CH:3][C:4]=1[F:31])[C:8](=[O:17])[O:9][CH2:10][C:11]1[CH:12]=[CH:13][CH:14]=[CH:15][CH:16]=1. The catalyst class is: 2. (6) Reactant: [N+:1]([C:4]1[CH:22]=[CH:21][C:7]([C:8]([N:10]2[C:16]3[CH:17]=[CH:18][CH:19]=[CH:20][C:15]=3[N:14]=[CH:13][CH:12]=[CH:11]2)=[O:9])=[C:6]([Cl:23])[CH:5]=1)([O-:3])=[O:2].Br[CH2:25][C:26]([O:28][CH2:29][CH3:30])=[O:27].C1CCN2C(=NCCC2)CC1. Product: [N+:1]([C:4]1[CH:22]=[CH:21][C:7]([C:8]([N:10]2[C:16]3[CH:17]=[CH:18][CH:19]=[CH:20][C:15]=3[N:14]([CH2:25][C:26]([O:28][CH2:29][CH3:30])=[O:27])[CH2:13][CH2:12][CH2:11]2)=[O:9])=[C:6]([Cl:23])[CH:5]=1)([O-:3])=[O:2]. The catalyst class is: 10.